From a dataset of Peptide-MHC class I binding affinity with 185,985 pairs from IEDB/IMGT. Regression. Given a peptide amino acid sequence and an MHC pseudo amino acid sequence, predict their binding affinity value. This is MHC class I binding data. (1) The binding affinity (normalized) is 0.366. The peptide sequence is RSLFNTVAVLY. The MHC is HLA-A02:06 with pseudo-sequence HLA-A02:06. (2) The peptide sequence is SEFQIYKKS. The MHC is HLA-B44:03 with pseudo-sequence HLA-B44:03. The binding affinity (normalized) is 0.379.